From a dataset of Peptide-MHC class II binding affinity with 134,281 pairs from IEDB. Regression. Given a peptide amino acid sequence and an MHC pseudo amino acid sequence, predict their binding affinity value. This is MHC class II binding data. (1) The binding affinity (normalized) is 0.119. The MHC is DRB1_0401 with pseudo-sequence DRB1_0401. The peptide sequence is LKAEAQMSIQLINKA. (2) The peptide sequence is AFKPVLVDEGRKVAI. The MHC is DRB1_1101 with pseudo-sequence DRB1_1101. The binding affinity (normalized) is 0.573. (3) The peptide sequence is GKAFATYTNAKRIVK. The MHC is DRB1_0301 with pseudo-sequence DRB1_0301. The binding affinity (normalized) is 0.192. (4) The peptide sequence is TIPLVALTLTSYLGLK. The MHC is DRB1_0701 with pseudo-sequence DRB1_0701. The binding affinity (normalized) is 0.797. (5) The peptide sequence is YDYFLANVSTVLTGK. The MHC is DRB1_1001 with pseudo-sequence DRB1_1001. The binding affinity (normalized) is 0.837. (6) The peptide sequence is RGGMVAPLYGVEGTK. The MHC is DRB1_1301 with pseudo-sequence DRB1_1301. The binding affinity (normalized) is 0.